Predict the product of the given reaction. From a dataset of Forward reaction prediction with 1.9M reactions from USPTO patents (1976-2016). (1) Given the reactants [CH3:1][CH:2]([C:4]1[CH:12]=[CH:11][CH:10]=[C:9]([CH3:13])[C:5]=1[C:6](O)=[O:7])[CH3:3].C(Cl)(=O)C([Cl:17])=O, predict the reaction product. The product is: [CH3:1][CH:2]([C:4]1[CH:12]=[CH:11][CH:10]=[C:9]([CH3:13])[C:5]=1[C:6]([Cl:17])=[O:7])[CH3:3]. (2) Given the reactants Cl.[CH3:2][NH:3][O:4][CH3:5].[CH2:6]([N:13]1[CH2:17][CH:16]([C:18]2[CH:23]=[CH:22][C:21]([Cl:24])=[C:20]([Cl:25])[CH:19]=2)[CH:15]([C:26](O)=[O:27])[CH2:14]1)[C:7]1[CH:12]=[CH:11][CH:10]=[CH:9][CH:8]=1.CCN(C(C)C)C(C)C.CN(C(ON1N=NC2C=CC=NC1=2)=[N+](C)C)C.F[P-](F)(F)(F)(F)F, predict the reaction product. The product is: [CH3:5][O:4][N:3]([CH3:2])[C:26]([CH:15]1[CH:16]([C:18]2[CH:23]=[CH:22][C:21]([Cl:24])=[C:20]([Cl:25])[CH:19]=2)[CH2:17][N:13]([CH2:6][C:7]2[CH:8]=[CH:9][CH:10]=[CH:11][CH:12]=2)[CH2:14]1)=[O:27]. (3) Given the reactants C([O:8][C:9]1[CH:35]=[C:34]([Cl:36])[C:12]([CH2:13][CH:14]2[CH2:18][CH2:17][N:16]([C@H:19]3[CH2:24][CH2:23][C@@H:22]([O:25][Si:26]([C:29]([CH3:32])([CH3:31])[CH3:30])([CH3:28])[CH3:27])[CH2:21][CH2:20]3)[C:15]2=[O:33])=[C:11]([Cl:37])[CH:10]=1)C1C=CC=CC=1.[H][H], predict the reaction product. The product is: [C:29]([Si:26]([CH3:28])([CH3:27])[O:25][C@@H:22]1[CH2:23][CH2:24][C@H:19]([N:16]2[CH2:17][CH2:18][CH:14]([CH2:13][C:12]3[C:11]([Cl:37])=[CH:10][C:9]([OH:8])=[CH:35][C:34]=3[Cl:36])[C:15]2=[O:33])[CH2:20][CH2:21]1)([CH3:31])([CH3:30])[CH3:32].